This data is from Experimentally validated miRNA-target interactions with 360,000+ pairs, plus equal number of negative samples. The task is: Binary Classification. Given a miRNA mature sequence and a target amino acid sequence, predict their likelihood of interaction. The miRNA is hsa-miR-6779-5p with sequence CUGGGAGGGGCUGGGUUUGGC. The protein sequence of the target gene is MKMTVDFEECLKDSPRFRAALEEVEGDVAELELKLDKLVKLCIAMIDTGKAFCVANKQFMNGIRDLAQYSSNDAVVETSLTKFSDSLQEMINFHTILFDQTQRSIKAQLQNFVKEDLRKFKDAKKQFEKVSEEKENALVKNAQVQRNKQHEVEEATNILTATRKCFRHIALDYVLQINVLQSKRRSEILKSMLSFMYAHLAFFHQGYDLFSELGPYMKDLGAQLDRLVVDAAKEKREMEQKHSTIQQKDFSSDDSKLEYNVDAANGIVMEGYLFKRASNAFKTWNRRWFSIQNNQLVYQK.... Result: 1 (interaction).